From a dataset of Catalyst prediction with 721,799 reactions and 888 catalyst types from USPTO. Predict which catalyst facilitates the given reaction. (1) Reactant: [F:1][C:2]1[CH:3]=[C:4]([C:8]2[CH:13]=[CH:12][C:11]([C:14]([NH:16][C@H:17]([C:24]([O:26]CC3C=CC=CC=3)=[O:25])[CH2:18][C:19]([O:21][CH2:22][CH3:23])=[O:20])=[O:15])=[C:10]([NH:34][C:35]([NH:37][C:38]3[C:43]([CH3:44])=[CH:42][C:41]([CH3:45])=[CH:40][C:39]=3[CH3:46])=[O:36])[CH:9]=2)[CH:5]=[CH:6][CH:7]=1.[H][H]. Product: [CH2:22]([O:21][C:19](=[O:20])[CH2:18][C@H:17]([NH:16][C:14]([C:11]1[CH:12]=[CH:13][C:8]([C:4]2[CH:5]=[CH:6][CH:7]=[C:2]([F:1])[CH:3]=2)=[CH:9][C:10]=1[NH:34][C:35]([NH:37][C:38]1[C:39]([CH3:46])=[CH:40][C:41]([CH3:45])=[CH:42][C:43]=1[CH3:44])=[O:36])=[O:15])[C:24]([OH:26])=[O:25])[CH3:23]. The catalyst class is: 381. (2) Reactant: [F:1][C:2]1[CH:10]=[CH:9][C:5]([C:6]([OH:8])=[O:7])=[CH:4][C:3]=1[OH:11].[F:12][C:13]1[C:20]([F:21])=[CH:19][CH:18]=[C:17]([O:22][CH3:23])[C:14]=1[CH2:15]Br.C(=O)([O-])[O-].[K+].[K+].O. Product: [F:1][C:2]1[CH:10]=[CH:9][C:5]([C:6]([OH:8])=[O:7])=[CH:4][C:3]=1[O:11][CH2:15][C:14]1[C:17]([O:22][CH3:23])=[CH:18][CH:19]=[C:20]([F:21])[C:13]=1[F:12]. The catalyst class is: 9. (3) Product: [CH3:13][O:12][C:10](=[O:11])[CH2:9][CH2:8][S:5]([O-:16])(=[O:7])=[O:6].[Na+:17]. Reactant: O=C(C)CC[S:5]([CH2:8][CH2:9][C:10]([O:12][CH3:13])=[O:11])(=[O:7])=[O:6].C[O-:16].[Na+:17]. The catalyst class is: 36. (4) Reactant: [CH2:1]([O:3][C:4](=[O:19])[CH:5]([C:14]([O:16]CC)=[O:15])[CH2:6][C:7]([O:9][C:10]([CH3:13])([CH3:12])[CH3:11])=[O:8])[CH3:2].[OH-].[K+]. Product: [C:10]([O:9][C:7](=[O:8])[CH2:6][CH:5]([C:4]([O:3][CH2:1][CH3:2])=[O:19])[C:14]([OH:16])=[O:15])([CH3:13])([CH3:12])[CH3:11]. The catalyst class is: 8. (5) The catalyst class is: 46. Reactant: [CH3:1][O:2][C:3]1[N:8]=[CH:7][N:6]=[C:5]([CH2:9][N:10]2[C:18]3[C:13](=[N:14][CH:15]=[CH:16][CH:17]=3)[C:12]([NH2:19])=[CH:11]2)[C:4]=1[CH3:20].C(N(CC)CC)C.C(P1(=O)OP(CCC)(=O)OP(CCC)(=O)O1)CC.[CH:46]1([CH2:49][C:50](O)=[O:51])[CH2:48][CH2:47]1. Product: [CH:46]1([CH2:49][C:50]([NH:19][C:12]2[C:13]3=[N:14][CH:15]=[CH:16][CH:17]=[C:18]3[N:10]([CH2:9][C:5]3[C:4]([CH3:20])=[C:3]([O:2][CH3:1])[N:8]=[CH:7][N:6]=3)[CH:11]=2)=[O:51])[CH2:48][CH2:47]1. (6) Reactant: [N:1]1[CH:6]=[CH:5][C:4](CC(O)=O)=[CH:3][CH:2]=1.CN1CC[O:15][CH2:14][CH2:13]1.C1C=CC2N(O)N=NC=2C=1.C(Cl)CCl.[F:32][C:33]([F:59])([F:58])[C:34]1[CH:35]=[C:36]([CH:51]=[C:52]([C:54]([F:57])([F:56])[F:55])[CH:53]=1)[CH2:37][O:38][C@H:39]1[O:44][CH2:43][CH2:42][NH:41][C@@H:40]1[C:45]1[CH:50]=[CH:49][CH:48]=[CH:47][CH:46]=1. Product: [F:59][C:33]([F:32])([F:58])[C:34]1[CH:35]=[C:36]([CH:51]=[C:52]([C:54]([F:55])([F:56])[F:57])[CH:53]=1)[CH2:37][O:38][C@H:39]1[O:44][CH2:43][CH2:42][N:41]([C:14]([CH2:13][C:5]2[CH:6]=[N:1][CH:2]=[CH:3][CH:4]=2)=[O:15])[C@@H:40]1[C:45]1[CH:50]=[CH:49][CH:48]=[CH:47][CH:46]=1. The catalyst class is: 2.